From a dataset of Catalyst prediction with 721,799 reactions and 888 catalyst types from USPTO. Predict which catalyst facilitates the given reaction. (1) Reactant: B(Br)(Br)Br.[F:5][C:6]([F:18])([F:17])[CH:7]([C:9]1[CH:14]=[CH:13][CH:12]=[CH:11][C:10]=1[O:15]C)[OH:8]. Product: [F:5][C:6]([F:17])([F:18])[CH:7]([C:9]1[CH:14]=[CH:13][CH:12]=[CH:11][C:10]=1[OH:15])[OH:8]. The catalyst class is: 4. (2) Reactant: [CH2:1]([C:4]#[N:5])[C:2]#[N:3].[CH2:6]([N:8]=[C:9]=[S:10])[CH3:7]. Product: [C:2]([CH:1]([C:4]#[N:5])[C:9]([NH:8][CH2:6][CH3:7])=[S:10])#[N:3]. The catalyst class is: 66. (3) Reactant: [F:1][C:2]1[CH:7]=[CH:6][C:5]([C:8]([C:11]2[CH:12]=[C:13]([CH:15]=[CH:16][CH:17]=2)[NH2:14])([CH3:10])[CH3:9])=[CH:4][CH:3]=1.Cl.[CH3:19][S:20]([NH:23][C:24]1[CH:32]=[C:31]2[C:27]([CH:28]=[C:29]([C:33](O)=[O:34])[NH:30]2)=[CH:26][CH:25]=1)(=[O:22])=[O:21].CN(C(ON1N=NC2C=CC=NC1=2)=[N+](C)C)C.F[P-](F)(F)(F)(F)F.CCN(C(C)C)C(C)C. Product: [F:1][C:2]1[CH:7]=[CH:6][C:5]([C:8]([C:11]2[CH:12]=[C:13]([NH:14][C:33]([C:29]3[NH:30][C:31]4[C:27]([CH:28]=3)=[CH:26][CH:25]=[C:24]([NH:23][S:20]([CH3:19])(=[O:22])=[O:21])[CH:32]=4)=[O:34])[CH:15]=[CH:16][CH:17]=2)([CH3:10])[CH3:9])=[CH:4][CH:3]=1. The catalyst class is: 3. (4) Reactant: [F:1][C:2]1[CH:3]=[C:4]([CH:10]=[C:11]([F:13])[CH:12]=1)[CH:5]=[CH:6][C:7]([OH:9])=[O:8]. Product: [F:1][C:2]1[CH:3]=[C:4]([CH2:5][CH2:6][C:7]([OH:9])=[O:8])[CH:10]=[C:11]([F:13])[CH:12]=1. The catalyst class is: 123. (5) Reactant: [Cl:1][C:2]1[C:7]([O:8][CH3:9])=[CH:6][C:5]([O:10][CH3:11])=[C:4]([Cl:12])[C:3]=1[C:13]1[CH:14]=[C:15]2[C:20](=[CH:21][CH:22]=1)[N:19]=[C:18]([NH:23][C@H:24]1[C@@H:28]([N:29]3C(=O)C4C(=CC=CC=4)C3=O)[CH2:27][C@@H:26]([C:40]([O:42][CH3:43])=[O:41])[CH2:25]1)[N:17]=[CH:16]2.O.NN. Product: [NH2:29][C@@H:28]1[C@H:24]([NH:23][C:18]2[N:17]=[CH:16][C:15]3[C:20](=[CH:21][CH:22]=[C:13]([C:3]4[C:4]([Cl:12])=[C:5]([O:10][CH3:11])[CH:6]=[C:7]([O:8][CH3:9])[C:2]=4[Cl:1])[CH:14]=3)[N:19]=2)[CH2:25][CH:26]([C:40]([O:42][CH3:43])=[O:41])[CH2:27]1. The catalyst class is: 14.